From a dataset of Forward reaction prediction with 1.9M reactions from USPTO patents (1976-2016). Predict the product of the given reaction. (1) Given the reactants [Cl:1][C:2]1[CH:21]=[C:20]([C:22]([F:25])([F:24])[F:23])[CH:19]=[CH:18][C:3]=1[CH2:4][N:5]1[C:9](/[CH:10]=[CH:11]/[C:12](O)=[O:13])=[CH:8][C:7]([CH:15]2[CH2:17][CH2:16]2)=[N:6]1.[CH2:26]([S:31]([NH2:34])(=[O:33])=[O:32])[CH2:27][CH2:28][CH2:29][CH3:30].N12CCCN=C1CCCCC2.Cl, predict the reaction product. The product is: [Cl:1][C:2]1[CH:21]=[C:20]([C:22]([F:24])([F:25])[F:23])[CH:19]=[CH:18][C:3]=1[CH2:4][N:5]1[C:9](/[CH:10]=[CH:11]/[C:12]([NH:34][S:31]([CH2:26][CH2:27][CH2:28][CH2:29][CH3:30])(=[O:33])=[O:32])=[O:13])=[CH:8][C:7]([CH:15]2[CH2:17][CH2:16]2)=[N:6]1. (2) Given the reactants [CH:1]1[C:11]2[CH2:10][CH2:9][C:8]3[CH:12]=[CH:13][CH:14]=[CH:15][C:7]=3[NH:6][C:5]=2[CH:4]=[CH:3][CH:2]=1.[Cl:16][CH2:17][C:18](Cl)=[O:19].[C:21]1(C)C=CC=CC=1, predict the reaction product. The product is: [Cl:16][CH:17]([CH3:21])[C:18]([N:6]1[C:7]2[CH:15]=[CH:14][CH:13]=[CH:12][C:8]=2[CH2:9][CH2:10][C:11]2[CH:1]=[CH:2][CH:3]=[CH:4][C:5]1=2)=[O:19].